From a dataset of Reaction yield outcomes from USPTO patents with 853,638 reactions. Predict the reaction yield, written as a fraction of the theoretical maximum amount of product (1.0 means a 100% yield; for example, 0.34 means a 34% yield). (1) The reactants are [C:1](=[NH:24])([O:3][CH2:4][CH2:5][C:6]1[CH:11]=[CH:10][C:9]([O:12][C:13]2[CH:18]=[C:17]([C:19]([F:22])([F:21])[F:20])[CH:16]=[C:15]([Cl:23])[CH:14]=2)=[CH:8][CH:7]=1)[NH2:2].[CH:25]([CH:27]([CH2:32][C:33]1[CH:34]=[N:35][C:36]([O:39][CH3:40])=[N:37][CH:38]=1)[C:28](OC)=O)=[O:26].C([O-])([O-])=O.[K+].[K+]. The catalyst is CN1C(=O)CCC1. The product is [Cl:23][C:15]1[CH:14]=[C:13]([O:12][C:9]2[CH:8]=[CH:7][C:6]([CH2:5][CH2:4][O:3][C:1]3[NH:2][CH:28]=[C:27]([CH2:32][C:33]4[CH:34]=[N:35][C:36]([O:39][CH3:40])=[N:37][CH:38]=4)[C:25](=[O:26])[N:24]=3)=[CH:11][CH:10]=2)[CH:18]=[C:17]([C:19]([F:21])([F:22])[F:20])[CH:16]=1. The yield is 0.146. (2) The reactants are N#N.Br[C:4]1[C:13]2[C:8](=[CH:9][CH:10]=[CH:11][CH:12]=2)[C:7](=[O:14])[N:6]([CH3:15])[CH:5]=1.[CH3:16][N:17]1[CH:21]=[C:20](B(O)O)[CH:19]=[N:18]1.C([O-])([O-])=O.[Na+].[Na+]. The catalyst is O1CCOCC1.C1C=CC(P(C2C=CC=CC=2)[C-]2C=CC=C2)=CC=1.C1C=CC(P(C2C=CC=CC=2)[C-]2C=CC=C2)=CC=1.Cl[Pd]Cl.[Fe+2]. The product is [CH3:15][N:6]1[CH:5]=[C:4]([C:20]2[CH:19]=[N:18][N:17]([CH3:16])[CH:21]=2)[C:13]2[C:8](=[CH:9][CH:10]=[CH:11][CH:12]=2)[C:7]1=[O:14]. The yield is 0.510.